This data is from NCI-60 drug combinations with 297,098 pairs across 59 cell lines. The task is: Regression. Given two drug SMILES strings and cell line genomic features, predict the synergy score measuring deviation from expected non-interaction effect. (1) Drug 1: CCN(CC)CCCC(C)NC1=C2C=C(C=CC2=NC3=C1C=CC(=C3)Cl)OC. Drug 2: CC(C)CN1C=NC2=C1C3=CC=CC=C3N=C2N. Cell line: OVCAR3. Synergy scores: CSS=3.63, Synergy_ZIP=5.26, Synergy_Bliss=7.87, Synergy_Loewe=3.39, Synergy_HSA=3.95. (2) Drug 1: COCCOC1=C(C=C2C(=C1)C(=NC=N2)NC3=CC=CC(=C3)C#C)OCCOC.Cl. Drug 2: CC1C(C(CC(O1)OC2CC(CC3=C2C(=C4C(=C3O)C(=O)C5=CC=CC=C5C4=O)O)(C(=O)C)O)N)O. Cell line: TK-10. Synergy scores: CSS=48.7, Synergy_ZIP=-4.77, Synergy_Bliss=-6.40, Synergy_Loewe=-8.75, Synergy_HSA=-1.66. (3) Drug 2: C1=NNC2=C1C(=O)NC=N2. Synergy scores: CSS=9.61, Synergy_ZIP=-5.25, Synergy_Bliss=0.982, Synergy_Loewe=-5.24, Synergy_HSA=-0.0902. Drug 1: C1=CC=C(C=C1)NC(=O)CCCCCCC(=O)NO. Cell line: OVCAR3. (4) Drug 1: CS(=O)(=O)C1=CC(=C(C=C1)C(=O)NC2=CC(=C(C=C2)Cl)C3=CC=CC=N3)Cl. Drug 2: CCC1=C2CN3C(=CC4=C(C3=O)COC(=O)C4(CC)O)C2=NC5=C1C=C(C=C5)O. Cell line: HCT-15. Synergy scores: CSS=51.7, Synergy_ZIP=0.0134, Synergy_Bliss=2.48, Synergy_Loewe=-24.1, Synergy_HSA=2.61. (5) Drug 1: CC(CN1CC(=O)NC(=O)C1)N2CC(=O)NC(=O)C2. Drug 2: C1C(C(OC1N2C=NC3=C(N=C(N=C32)Cl)N)CO)O. Cell line: SK-OV-3. Synergy scores: CSS=5.47, Synergy_ZIP=-2.27, Synergy_Bliss=0.846, Synergy_Loewe=1.01, Synergy_HSA=0.460. (6) Drug 1: COC1=CC(=CC(=C1O)OC)C2C3C(COC3=O)C(C4=CC5=C(C=C24)OCO5)OC6C(C(C7C(O6)COC(O7)C8=CC=CS8)O)O. Drug 2: CCC1(C2=C(COC1=O)C(=O)N3CC4=CC5=C(C=CC(=C5CN(C)C)O)N=C4C3=C2)O.Cl. Cell line: HL-60(TB). Synergy scores: CSS=84.6, Synergy_ZIP=3.13, Synergy_Bliss=3.81, Synergy_Loewe=3.80, Synergy_HSA=6.33.